This data is from Peptide-MHC class II binding affinity with 134,281 pairs from IEDB. The task is: Regression. Given a peptide amino acid sequence and an MHC pseudo amino acid sequence, predict their binding affinity value. This is MHC class II binding data. (1) The binding affinity (normalized) is 0. The peptide sequence is TYRENLRTALRYYN. The MHC is DRB3_0101 with pseudo-sequence DRB3_0101. (2) The peptide sequence is VDPTDYFRNEQSIPP. The MHC is HLA-DPA10301-DPB10402 with pseudo-sequence HLA-DPA10301-DPB10402. The binding affinity (normalized) is 0.225. (3) The binding affinity (normalized) is 0.226. The MHC is DRB1_0901 with pseudo-sequence DRB1_0901. The peptide sequence is ITYGETGGNSPVQEF. (4) The peptide sequence is LRTLVLAPTRVVLSE. The binding affinity (normalized) is 0.606. The MHC is HLA-DQA10201-DQB10402 with pseudo-sequence HLA-DQA10201-DQB10402. (5) The binding affinity (normalized) is 0.451. The peptide sequence is KALWIIFSQNMNIKL. The MHC is DRB1_1602 with pseudo-sequence DRB1_1602.